Task: Predict the product of the given reaction.. Dataset: Forward reaction prediction with 1.9M reactions from USPTO patents (1976-2016) (1) Given the reactants Cl.[CH2:2]([C:9]1[CH:14]=[C:13]([CH3:15])[N:12]=[C:11]([NH:16][CH:17]2[CH2:22][CH2:21][NH:20][CH2:19][CH2:18]2)[N:10]=1)[C:3]1[CH:8]=[CH:7][CH:6]=[CH:5][CH:4]=1.[Br:23][C:24]1[N:28]=[C:27](Cl)[S:26][N:25]=1.C(N(CC)C(C)C)(C)C, predict the reaction product. The product is: [CH2:2]([C:9]1[CH:14]=[C:13]([CH3:15])[N:12]=[C:11]([NH:16][CH:17]2[CH2:22][CH2:21][N:20]([C:27]3[S:26][N:25]=[C:24]([Br:23])[N:28]=3)[CH2:19][CH2:18]2)[N:10]=1)[C:3]1[CH:4]=[CH:5][CH:6]=[CH:7][CH:8]=1. (2) Given the reactants [CH:1]1[C:14]2[N:13]([CH2:15][CH2:16][O:17][C:18]3[CH:23]=[CH:22][C:21]([CH2:24][CH:25]([O:30][CH2:31][CH3:32])[C:26]([O:28]C)=[O:27])=[CH:20][CH:19]=3)[C:12]3[C:7](=[CH:8][CH:9]=[CH:10][CH:11]=3)[S:6][C:5]=2[CH:4]=[CH:3][CH:2]=1.[OH-].[Na+], predict the reaction product. The product is: [CH:1]1[C:14]2[N:13]([CH2:15][CH2:16][O:17][C:18]3[CH:19]=[CH:20][C:21]([CH2:24][CH:25]([O:30][CH2:31][CH3:32])[C:26]([OH:28])=[O:27])=[CH:22][CH:23]=3)[C:12]3[C:7](=[CH:8][CH:9]=[CH:10][CH:11]=3)[S:6][C:5]=2[CH:4]=[CH:3][CH:2]=1. (3) Given the reactants [CH2:1]([C:3]1[N:12]=[C:11]([CH2:13][CH3:14])[CH:10]=[C:9]2[C:4]=1[CH:5]=[CH:6][C:7](=[O:15])[NH:8]2)[CH3:2].[H-].[Na+].[CH3:18][C:19]1[C:20]([N:25]([CH2:48][O:49][CH2:50][CH2:51][O:52][CH3:53])[S:26]([C:29]2[S:30][C:31]([CH3:47])=[CH:32][C:33]=2[C:34]2[CH:45]=[CH:44][C:37]([CH2:38]OS(C)(=O)=O)=[CH:36][C:35]=2[CH3:46])(=[O:28])=[O:27])=[N:21][O:22][C:23]=1[CH3:24].O, predict the reaction product. The product is: [CH3:18][C:19]1[C:20]([N:25]([CH2:48][O:49][CH2:50][CH2:51][O:52][CH3:53])[S:26]([C:29]2[S:30][C:31]([CH3:47])=[CH:32][C:33]=2[C:34]2[CH:45]=[CH:44][C:37]([CH2:38][N:8]3[C:9]4[C:4](=[C:3]([CH2:1][CH3:2])[N:12]=[C:11]([CH2:13][CH3:14])[CH:10]=4)[CH:5]=[CH:6][C:7]3=[O:15])=[CH:36][C:35]=2[CH3:46])(=[O:28])=[O:27])=[N:21][O:22][C:23]=1[CH3:24]. (4) Given the reactants [NH:1]1[C:5]2[CH:6]=[CH:7][CH:8]=[CH:9][C:4]=2[N:3]=[C:2]1[CH:10]([O:24][CH:25]1[CH2:30][CH2:29][N:28]([CH3:31])[CH2:27][CH2:26]1)[C:11]1[CH:12]=[C:13]([S:17][CH2:18][CH2:19][CH2:20][CH2:21][CH2:22]O)[CH:14]=[CH:15][CH:16]=1.C1(P(C2C=CC=CC=2)C2C=CC=CC=2)C=CC=CC=1.[C:51]1(=[O:61])[NH:55][C:54](=[O:56])[C:53]2=[CH:57][CH:58]=[CH:59][CH:60]=[C:52]12.N(C(OCC)=O)=NC(OCC)=O, predict the reaction product. The product is: [NH:1]1[C:5]2[CH:6]=[CH:7][CH:8]=[CH:9][C:4]=2[N:3]=[C:2]1[CH:10]([O:24][CH:25]1[CH2:30][CH2:29][N:28]([CH3:31])[CH2:27][CH2:26]1)[C:11]1[CH:12]=[C:13]([S:17][CH2:18][CH2:19][CH2:20][CH2:21][CH2:22][N:55]2[C:51](=[O:61])[C:52]3[C:53](=[CH:57][CH:58]=[CH:59][CH:60]=3)[C:54]2=[O:56])[CH:14]=[CH:15][CH:16]=1. (5) Given the reactants C([O:8][C:9]1[CH:56]=[CH:55][CH:54]=[CH:53][C:10]=1[CH2:11][S:12]([NH:15][CH2:16][CH2:17][C:18]1[N:19]([CH:40]([C:47]2[CH:52]=[CH:51][CH:50]=[CH:49][CH:48]=2)[C:41]2[CH:46]=[CH:45][CH:44]=[CH:43][CH:42]=2)[C:20]2[C:25]([C:26]=1[CH2:27][CH2:28][O:29][C:30]1[CH:38]=[CH:37][C:33]([C:34]([OH:36])=[O:35])=[CH:32][CH:31]=1)=[CH:24][C:23]([Cl:39])=[CH:22][CH:21]=2)(=[O:14])=[O:13])C1C=CC=CC=1.[CH2:57]1COCC1, predict the reaction product. The product is: [CH3:57][O:36][C:34](=[O:35])[C:33]1[CH:37]=[CH:38][C:30]([O:29][CH2:28][CH2:27][C:26]2[C:25]3[C:20](=[CH:21][CH:22]=[C:23]([Cl:39])[CH:24]=3)[N:19]([CH:40]([C:47]3[CH:52]=[CH:51][CH:50]=[CH:49][CH:48]=3)[C:41]3[CH:42]=[CH:43][CH:44]=[CH:45][CH:46]=3)[C:18]=2[CH2:17][CH2:16][NH:15][S:12]([CH2:11][C:10]2[CH:53]=[CH:54][CH:55]=[CH:56][C:9]=2[OH:8])(=[O:13])=[O:14])=[CH:31][CH:32]=1. (6) Given the reactants [CH3:1][C:2]1([CH3:15])[CH2:11][CH2:10][C:9]([CH3:13])([CH3:12])[C:8]2[CH:7]=[C:6]([NH2:14])[CH:5]=[CH:4][C:3]1=2.C(N(CC)CC)C.[C:23](Cl)(=[O:29])[CH2:24][CH2:25][CH2:26][CH2:27][CH3:28], predict the reaction product. The product is: [CH3:1][C:2]1([CH3:15])[CH2:11][CH2:10][C:9]([CH3:13])([CH3:12])[C:8]2[CH:7]=[C:6]([NH:14][C:23](=[O:29])[CH2:24][CH2:25][CH2:26][CH2:27][CH3:28])[CH:5]=[CH:4][C:3]1=2. (7) Given the reactants [OH:1][C:2]1[CH:10]=[CH:9][CH:8]=[C:7]([OH:11])[C:3]=1[C:4]([OH:6])=[O:5].[OH-].[Na+].[CH2:14](Br)[C:15]1[CH:20]=[CH:19][CH:18]=[CH:17][CH:16]=1.O, predict the reaction product. The product is: [CH2:14]([O:5][C:4](=[O:6])[C:3]1[C:2]([OH:1])=[CH:10][CH:9]=[CH:8][C:7]=1[OH:11])[C:15]1[CH:20]=[CH:19][CH:18]=[CH:17][CH:16]=1.